This data is from Full USPTO retrosynthesis dataset with 1.9M reactions from patents (1976-2016). The task is: Predict the reactants needed to synthesize the given product. (1) Given the product [N+:1]([C:4]1[CH:9]=[CH:8][C:7]([N:10]2[CH2:15][CH2:14][CH:13]([C:16]([NH:21][NH2:22])=[O:18])[CH2:12][CH2:11]2)=[CH:6][CH:5]=1)([O-:3])=[O:2], predict the reactants needed to synthesize it. The reactants are: [N+:1]([C:4]1[CH:9]=[CH:8][C:7]([N:10]2[CH2:15][CH2:14][CH:13]([C:16]([O:18]C)=O)[CH2:12][CH2:11]2)=[CH:6][CH:5]=1)([O-:3])=[O:2].O.[NH2:21][NH2:22]. (2) Given the product [CH3:32][C:30]1[S:29][C:26]2[C:25]([N:31]=1)=[CH:24][C:23]([NH:22][C:19]([C:6]1[N:7]([CH2:11][C:12]3[CH:17]=[CH:16][CH:15]=[C:14]([F:18])[CH:13]=3)[C:8]3[C:4]([CH:5]=1)=[CH:3][C:2]([F:1])=[CH:10][CH:9]=3)=[O:20])=[CH:28][N:27]=2, predict the reactants needed to synthesize it. The reactants are: [F:1][C:2]1[CH:3]=[C:4]2[C:8](=[CH:9][CH:10]=1)[N:7]([CH2:11][C:12]1[CH:17]=[CH:16][CH:15]=[C:14]([F:18])[CH:13]=1)[C:6]([C:19](O)=[O:20])=[CH:5]2.[NH2:22][C:23]1[CH:24]=[C:25]2[N:31]=[C:30]([CH3:32])[S:29][C:26]2=[N:27][CH:28]=1. (3) Given the product [CH3:1][N:2]([CH2:22][C:23]#[CH:24])[C:3](=[O:21])[O:4][CH2:5][C@H:6]([NH2:13])[C:7]1[CH:12]=[CH:11][CH:10]=[CH:9][CH:8]=1, predict the reactants needed to synthesize it. The reactants are: [CH3:1][N:2]([CH2:22][C:23]#[CH:24])[C:3](=[O:21])[O:4][CH2:5][C@H:6]([NH:13]C(OC(C)(C)C)=O)[C:7]1[CH:12]=[CH:11][CH:10]=[CH:9][CH:8]=1.C([SiH](CC)CC)C.FC(F)(F)C(O)=O.